From a dataset of Catalyst prediction with 721,799 reactions and 888 catalyst types from USPTO. Predict which catalyst facilitates the given reaction. (1) Reactant: [C:1]([OH:9])(=[O:8])/[C:2](=[C:4](\[CH:6]=O)/[Cl:5])/[Cl:3].[NH:10]1[CH2:16][C:14](=[O:15])[NH:13][C:11]1=[O:12].[OH-].[Na+].Cl. Product: [Cl:5][C:4]1[CH:6]([CH:16]2[NH:10][C:11](=[O:12])[NH:13][C:14]2=[O:15])[O:9][C:1](=[O:8])[C:2]=1[Cl:3]. The catalyst class is: 68. (2) Reactant: [NH2:1][C:2]1[CH:7]=[CH:6][CH:5]=[CH:4][C:3]=1[NH:8][C:9](=[O:42])[CH:10]([CH2:31][C:32]1[CH:40]=[C:39]([CH3:41])[CH:38]2[CH:34]([CH:35]=[N:36][NH:37]2)[CH:33]=1)[CH2:11][C:12](=[O:30])[N:13]1[CH2:18][CH2:17][CH:16]([N:19]2[CH2:28][C:27]3[C:22](=[CH:23][CH:24]=[CH:25][CH:26]=3)[NH:21][C:20]2=[O:29])[CH2:15][CH2:14]1.[CH:43](=O)[CH3:44].[BH4-].[Na+]. Product: [CH2:43]([NH:1][C:2]1[CH:7]=[CH:6][CH:5]=[CH:4][C:3]=1[NH:8][C:9](=[O:42])[CH:10]([CH2:31][C:32]1[CH:40]=[C:39]([CH3:41])[CH:38]2[CH:34]([CH:35]=[N:36][NH:37]2)[CH:33]=1)[CH2:11][C:12](=[O:30])[N:13]1[CH2:14][CH2:15][CH:16]([N:19]2[CH2:28][C:27]3[C:22](=[CH:23][CH:24]=[CH:25][CH:26]=3)[NH:21][C:20]2=[O:29])[CH2:17][CH2:18]1)[CH3:44]. The catalyst class is: 5. (3) Reactant: [F:1][C:2]1[CH:7]=[CH:6][C:5]([C:8]2[CH:12]=[C:11]([NH2:13])[NH:10][N:9]=2)=[CH:4][CH:3]=1.CO[CH:16](OC)[CH2:17][CH:18](OC)OC.O.[NH4+].[OH-]. Product: [F:1][C:2]1[CH:3]=[CH:4][C:5]([C:8]2[CH:12]=[C:11]3[N:13]=[CH:16][CH:17]=[CH:18][N:10]3[N:9]=2)=[CH:6][CH:7]=1. The catalyst class is: 15. (4) Reactant: [C:1]([O:5][C:6]([C:8]1[CH:19]=[CH:18][C:11]2[CH:12]=[C:13]([C:15]([OH:17])=O)[O:14][C:10]=2[CH:9]=1)=[O:7])([CH3:4])([CH3:3])[CH3:2].[F:20][C:21]([F:35])([F:34])[CH:22]([C:24]1[CH:29]=[CH:28][CH:27]=[C:26]([C:30]([F:33])([F:32])[F:31])[CH:25]=1)[NH2:23].O.[Cl-].COC1N=C(OC)N=C([N+]2(C)CCOCC2)N=1.Cl. Product: [F:20][C:21]([F:34])([F:35])[CH:22]([NH:23][C:15]([C:13]1[O:14][C:10]2[CH:9]=[C:8]([C:6]([O:5][C:1]([CH3:2])([CH3:3])[CH3:4])=[O:7])[CH:19]=[CH:18][C:11]=2[CH:12]=1)=[O:17])[C:24]1[CH:29]=[CH:28][CH:27]=[C:26]([C:30]([F:32])([F:33])[F:31])[CH:25]=1. The catalyst class is: 9. (5) Reactant: [NH:1]([C:8]([O:10][C:11]([CH3:14])([CH3:13])[CH3:12])=[O:9])[C@H:2]([C:5]([OH:7])=[O:6])[CH2:3][OH:4].[H-].[Na+].[H][H].[CH2:19](Br)[CH:20]=[CH2:21]. Product: [NH:1]([C:8]([O:10][C:11]([CH3:14])([CH3:13])[CH3:12])=[O:9])[C@H:2]([C:5]([OH:7])=[O:6])[CH2:3][O:4][CH2:21][CH:20]=[CH2:19]. The catalyst class is: 3.